The task is: Predict the reactants needed to synthesize the given product.. This data is from Full USPTO retrosynthesis dataset with 1.9M reactions from patents (1976-2016). (1) Given the product [CH3:15][C:11]1[CH:12]=[CH:13][CH:14]=[C:9]([CH3:8])[C:10]=1[O:16][C:17]1[N:22]=[CH:21][C:20]([NH:23][C:24](=[O:35])[C@@H:25]([CH3:26])[NH2:27])=[CH:19][CH:18]=1, predict the reactants needed to synthesize it. The reactants are: FC(F)(F)C(O)=O.[CH3:8][C:9]1[CH:14]=[CH:13][CH:12]=[C:11]([CH3:15])[C:10]=1[O:16][C:17]1[N:22]=[CH:21][C:20]([NH:23][C:24](=[O:35])[C@H:25]([NH:27]C(=O)OC(C)(C)C)[CH3:26])=[CH:19][CH:18]=1. (2) Given the product [NH:31]1[C:27]([CH2:26][C@H:10]2[CH2:9][C@H:8]([C:4]3[CH:5]=[CH:6][CH:7]=[C:2]([Cl:1])[CH:3]=3)[C@@H:13]([C:14]3[CH:19]=[CH:18][C:17]([Cl:20])=[CH:16][CH:15]=3)[N:12]([CH2:21][CH:22]3[CH2:23][CH2:24]3)[C:11]2=[O:25])=[N:28][N:33]=[N:32]1, predict the reactants needed to synthesize it. The reactants are: [Cl:1][C:2]1[CH:3]=[C:4]([C@@H:8]2[C@@H:13]([C:14]3[CH:19]=[CH:18][C:17]([Cl:20])=[CH:16][CH:15]=3)[N:12]([CH2:21][CH:22]3[CH2:24][CH2:23]3)[C:11](=[O:25])[C@@H:10]([CH2:26][C:27]#[N:28])[CH2:9]2)[CH:5]=[CH:6][CH:7]=1.[Cl-].[NH4+].[N-:31]=[N+:32]=[N-:33].[Na+].C(O)(=O)CC(CC(O)=O)(C(O)=O)O. (3) Given the product [CH2:41]([C@H:40]([NH:48][C:5](=[O:7])[C:4]1[CH:8]=[C:9]([N:11]2[CH2:15][CH2:14][CH2:13][C:12]2=[O:16])[CH:10]=[C:2]([OH:1])[CH:3]=1)[C@@H:39]([OH:49])[CH2:38][C@H:37]([C:36](=[O:51])[NH:35][CH2:34][CH2:33][C:32]([CH3:31])([CH3:52])[CH3:53])[CH3:50])[C:42]1[CH:47]=[CH:46][CH:45]=[CH:44][CH:43]=1, predict the reactants needed to synthesize it. The reactants are: [OH:1][C:2]1[CH:3]=[C:4]([CH:8]=[C:9]([N:11]2[CH2:15][CH2:14][CH2:13][C:12]2=[O:16])[CH:10]=1)[C:5]([OH:7])=O.C(Cl)CCl.C1C=CC2N(O)N=NC=2C=1.[CH3:31][C:32]([CH3:53])([CH3:52])[CH2:33][CH2:34][NH:35][C:36](=[O:51])[C@H:37]([CH3:50])[CH2:38][C@H:39]([OH:49])[C@@H:40]([NH2:48])[CH2:41][C:42]1[CH:47]=[CH:46][CH:45]=[CH:44][CH:43]=1. (4) Given the product [Cl:23][C:24]1[CH:29]=[C:28]([Cl:30])[CH:27]=[CH:26][C:25]=1[C:2]1[CH:3]=[CH:4][CH:5]=[C:6]2[C:11]=1[N:10]=[C:9]([CH3:12])[CH:8]=[C:7]2[N:13]1[CH2:22][CH2:21][C:16]2([O:17][CH2:18][CH2:19][O:20]2)[CH2:15][CH2:14]1, predict the reactants needed to synthesize it. The reactants are: Br[C:2]1[CH:3]=[CH:4][CH:5]=[C:6]2[C:11]=1[N:10]=[C:9]([CH3:12])[CH:8]=[C:7]2[N:13]1[CH2:22][CH2:21][C:16]2([O:20][CH2:19][CH2:18][O:17]2)[CH2:15][CH2:14]1.[Cl:23][C:24]1[CH:29]=[C:28]([Cl:30])[CH:27]=[CH:26][C:25]=1OB(O)O.C(=O)([O-])[O-].[Na+].[Na+].O. (5) Given the product [Cl:1][C:2]1[C:3]2[C:10]([I:11])=[CH:9][NH:8][C:4]=2[N:5]=[CH:6][N:7]=1, predict the reactants needed to synthesize it. The reactants are: [Cl:1][C:2]1[N:7]=[CH:6][NH:5][C:4]2=[N:8][CH:9]=[CH:10][C:3]=12.[I:11]N1C(=O)CCC1=O.